Dataset: Experimentally validated miRNA-target interactions with 360,000+ pairs, plus equal number of negative samples. Task: Binary Classification. Given a miRNA mature sequence and a target amino acid sequence, predict their likelihood of interaction. (1) The miRNA is hsa-miR-4443 with sequence UUGGAGGCGUGGGUUUU. The protein sequence of the target gene is MADKLVPSSPADASEPLFSFGVIADIQYADLEDGYNYQRSRRRYYRHSLIHLQGAIEDWNKESSMPCCVLQLGDIIDGYNAQYKVSEKSLELVMNTFQMLKVPVHHTWGNHEFYNFSRDYLASSKLNSKFLEDQIAQHPETTPSENYYAYHFVPFPKFRFILLDSYDLSVLGIDPSSPKYEQCMKMLREHNPNVELNSPQGLSEPQYVQFNGGFSQEQLNWLNEVLTFSDTNQEKVVIVSHLPIYPEASDSVCLAWNYVDALSIIWSHKCVVCFLAGHTHDGGYSEDPFGVHHVNLEGVI.... Result: 0 (no interaction). (2) The miRNA is mmu-miR-470-5p with sequence UUCUUGGACUGGCACUGGUGAGU. The protein sequence of the target gene is MGRLHCTQDPVPEAVRGDMQQLNQLGAQQFSDLTEVLFHFLTEPKEVERFLAQLSEFATSNQISLGPLKSIMKSLLLVPNGALKKGLTAEQVRTDLQTLGLSEEKATYFSEKWKQNASTLAQWAMGQTLMVNQLIDMEWRFGVTSGSSELEKVGSIFLQLKLVVKKGKQTENLYMELTLPQFYSFLHEMERVRASMECLS. Result: 0 (no interaction). (3) The miRNA is hsa-miR-6806-3p with sequence UGAAGCUCUGACAUUCCUGCAG. The protein sequence of the target gene is MLNGAGLDKALKMSLPRRSRIRSSVGPVRSSLGYKKAEDEMSRATSVGDQLEAPARTIYLNQPHLNKFRDNQISTAKYSVLTFLPRFLYEQIRRAANAFFLFIALLQQIPDVSPTGRYTTLVPLIIILTIAGIKEIVEDFKRHKADNAVNKKKTIVLRNGMWHTIMWKEVAVGDIVKVVNGQYLPADVVLLSSSEPQAMCYVETANLDGETNLKIRQGLSHTADMQTREVLMKLSGTIECEGPNRHLYDFTGNLNLDGKSLVALGPDQILLRGTQLRNTQWVFGIVVYTGHDTKLMQNST.... Result: 0 (no interaction).